This data is from Reaction yield outcomes from USPTO patents with 853,638 reactions. The task is: Predict the reaction yield, written as a fraction of the theoretical maximum amount of product (1.0 means a 100% yield; for example, 0.34 means a 34% yield). (1) The reactants are C([O:8][C:9]1[CH:14]=[CH:13][C:12]([C:15]2[C:23]3[C:22]([OH:24])=[CH:21][C:20](=[O:25])[NH:19][C:18]=3[S:17][CH:16]=2)=[CH:11][CH:10]=1)C1C=CC=CC=1.I[Si](C)(C)C. The catalyst is C(Cl)Cl. The product is [OH:8][C:9]1[CH:10]=[CH:11][C:12]([C:15]2[C:23]3[C:22]([OH:24])=[CH:21][C:20](=[O:25])[NH:19][C:18]=3[S:17][CH:16]=2)=[CH:13][CH:14]=1. The yield is 0.700. (2) The reactants are Cl[C:2]1[C:3]2[CH:11]=[CH:10][NH:9][C:4]=2[N:5]=[C:6]([CH3:8])[N:7]=1.C[C:13]1[C:21]2[C:20](N)=[N:19][CH:18]=N[C:16]=2[O:15][CH:14]=1.Cl.[CH:24](O)(C)[CH3:25]. No catalyst specified. The product is [CH3:16][O:15][C:14]1[CH:13]=[CH:21][C:20]([N:19]([CH3:18])[C:2]2[C:3]3[CH:11]=[CH:10][NH:9][C:4]=3[N:5]=[C:6]([CH3:8])[N:7]=2)=[CH:25][CH:24]=1. The yield is 0.800. (3) The reactants are [CH3:1][O:2][C:3]1[CH:4]=[C:5]([C:12]2[N:16]([CH3:17])[N:15]=[N:14][N:13]=2)[CH:6]=[CH:7][C:8]=1[N+:9]([O-])=O.CCO. The catalyst is CCOC(C)=O.[Pd]. The product is [CH3:1][O:2][C:3]1[CH:4]=[C:5]([C:12]2[N:16]([CH3:17])[N:15]=[N:14][N:13]=2)[CH:6]=[CH:7][C:8]=1[NH2:9]. The yield is 0.950. (4) The reactants are C([N:4]1[CH2:9][CH2:8][N:7]([C:10]2[CH:11]=[C:12]([CH3:37])[C:13]3[N:17]=[C:16]([C:18]4[C:19](=[O:35])[NH:20][CH:21]=[CH:22][C:23]=4[NH:24][C@H:25]([CH2:33][OH:34])[CH2:26][C:27]4[CH:32]=[CH:31][CH:30]=[CH:29][CH:28]=4)[NH:15][C:14]=3[CH:36]=2)[CH2:6][CH2:5]1)(=O)C.O. The catalyst is Cl.O1CCOCC1. The product is [OH:34][CH2:33][C@@H:25]([NH:24][C:23]1[CH:22]=[CH:21][NH:20][C:19](=[O:35])[C:18]=1[C:16]1[NH:15][C:14]2[CH:36]=[C:10]([N:7]3[CH2:6][CH2:5][NH:4][CH2:9][CH2:8]3)[CH:11]=[C:12]([CH3:37])[C:13]=2[N:17]=1)[CH2:26][C:27]1[CH:28]=[CH:29][CH:30]=[CH:31][CH:32]=1. The yield is 1.00. (5) The reactants are [NH:1]1[CH:5]=[N:4][C:3]([NH2:6])=[N:2]1.[O:7]1[CH2:12][CH2:11][C:10](=O)[CH2:9][CH2:8]1.C([BH3-])#N.[Na+].O. The catalyst is C(O)(=O)C. The product is [O:7]1[CH2:12][CH2:11][CH:10]([NH:6][C:3]2[NH:4][CH:5]=[N:1][N:2]=2)[CH2:9][CH2:8]1. The yield is 0.100.